This data is from Full USPTO retrosynthesis dataset with 1.9M reactions from patents (1976-2016). The task is: Predict the reactants needed to synthesize the given product. (1) Given the product [CH2:36]([O:35][C:31](=[O:34])[CH2:32][CH2:33][N:22]1[CH2:21][CH2:20][C:19]2[C:24](=[CH:25][CH:26]=[C:17]([C:14]3[N:13]=[C:12]([C:9]4[CH:10]=[C:11]5[C:6](=[CH:7][CH:8]=4)[N:5]([CH:28]([CH3:30])[CH3:29])[CH:4]=[C:3]5[Cl:2])[O:16][N:15]=3)[C:18]=2[CH3:27])[CH2:23]1)[CH3:37], predict the reactants needed to synthesize it. The reactants are: Cl.[Cl:2][C:3]1[C:11]2[C:6](=[CH:7][CH:8]=[C:9]([C:12]3[O:16][N:15]=[C:14]([C:17]4[C:18]([CH3:27])=[C:19]5[C:24](=[CH:25][CH:26]=4)[CH2:23][NH:22][CH2:21][CH2:20]5)[N:13]=3)[CH:10]=2)[N:5]([CH:28]([CH3:30])[CH3:29])[CH:4]=1.[C:31]([O:35][CH2:36][CH3:37])(=[O:34])[CH:32]=[CH2:33]. (2) The reactants are: [Br:1][C:2]1[N:7]=[C:6]2[NH:8][CH:9]=[N:10][C:5]2=[CH:4][CH:3]=1.[H-].[Na+].Cl[CH2:14][C:15]1[CH:25]=[CH:24][C:18]2[N:19]=[C:20]([S:22][CH3:23])[S:21][C:17]=2[CH:16]=1.O. Given the product [Br:1][C:2]1[N:7]=[C:6]2[N:8]([CH2:14][C:15]3[CH:25]=[CH:24][C:18]4[N:19]=[C:20]([S:22][CH3:23])[S:21][C:17]=4[CH:16]=3)[CH:9]=[N:10][C:5]2=[CH:4][CH:3]=1, predict the reactants needed to synthesize it. (3) Given the product [F:24][C:23]([F:26])([F:25])[C:21]1[CH:20]=[CH:19][C:18]([O:27][CH2:28][C:29]2[CH:34]=[CH:33][C:32]([F:35])=[CH:31][C:30]=2[F:36])=[C:17]([C:12]2[N:11]([C:6]3[CH:5]=[C:4]([CH:9]=[C:8]([S:45]([CH3:44])(=[O:47])=[O:46])[CH:7]=3)[C:3]([OH:2])=[O:37])[C:15]([CH3:16])=[CH:14][CH:13]=2)[CH:22]=1, predict the reactants needed to synthesize it. The reactants are: C[O:2][C:3](=[O:37])[C:4]1[CH:9]=[C:8](N)[CH:7]=[C:6]([N:11]2[C:15]([CH3:16])=[CH:14][CH:13]=[C:12]2[C:17]2[CH:22]=[C:21]([C:23]([F:26])([F:25])[F:24])[CH:20]=[CH:19][C:18]=2[O:27][CH2:28][C:29]2[CH:34]=[CH:33][C:32]([F:35])=[CH:31][C:30]=2[F:36])[CH:5]=1.N1C=CC=CC=1.[CH3:44][S:45](Cl)(=[O:47])=[O:46]. (4) Given the product [CH:1]1([CH2:4][O:5][C:6]2[CH:7]=[C:8]([C:15]3([C:16]([O:18][CH2:19][CH3:20])=[O:17])[CH2:26][CH2:25][CH2:24]3)[CH:9]=[CH:10][C:11]=2[N+:12]([O-:14])=[O:13])[CH2:2][CH2:3]1, predict the reactants needed to synthesize it. The reactants are: [CH:1]1([CH2:4][O:5][C:6]2[CH:7]=[C:8]([CH2:15][C:16]([O:18][CH2:19][CH3:20])=[O:17])[CH:9]=[CH:10][C:11]=2[N+:12]([O-:14])=[O:13])[CH2:3][CH2:2]1.[H-].[Na+].Br[CH2:24][CH2:25][CH2:26]Br.[NH4+].[Cl-]. (5) Given the product [CH3:20][C@@:9]12[C@:16]3([CH2:22][O:19]3)[CH2:17][CH2:18][C@H:8]1[CH2:7][C@@H:6]1[C@H:11]([CH2:12][CH2:13][C@@H:14]3[C@H:5]1[CH2:4][CH2:3][C@H:2]([OH:1])[CH2:15]3)[CH2:10]2, predict the reactants needed to synthesize it. The reactants are: [OH:1][C@@H:2]1[CH2:15][C@H:14]2[C@H:5]([C@H:6]3[C@H:11]([CH2:12][CH2:13]2)[CH2:10][C@:9]2([CH3:20])[C:16](=[O:19])[CH2:17][CH2:18][C@H:8]2[CH2:7]3)[CH2:4][CH2:3]1.[I-].[CH3:22][S+](C)C.CC(C)([O-])C.[K+].O.